From a dataset of Clinical trial toxicity outcomes and FDA approval status for drugs. Regression/Classification. Given a drug SMILES string, predict its toxicity properties. Task type varies by dataset: regression for continuous values (e.g., LD50, hERG inhibition percentage) or binary classification for toxic/non-toxic outcomes (e.g., AMES mutagenicity, cardiotoxicity, hepatotoxicity). Dataset: clintox. (1) The compound is CN(N=O)C(=O)N[C@H]1[C@@H](O)O[C@H](CO)[C@@H](O)[C@@H]1O. The result is 0 (passed clinical trial). (2) The compound is CC(C)[C@@H]1NC(=O)[C@H](CCCC[NH3+])NC(=O)[C@@H](Cc2c[nH]c3ccccc23)NC(=O)[C@H](Cc2ccc(O)cc2)NC(=O)[C@@H](NC(=O)[C@H]([NH3+])Cc2ccc3ccccc3c2)CSSC[C@@H](C(=O)N[C@H](C(N)=O)[C@@H](C)O)NC1=O. The result is 0 (passed clinical trial). (3) The molecule is CC[C@H]1OC(=O)[C@H](C)[C@@H](O[C@H]2C[C@@](C)(OC)[C@@H](O)[C@H](C)O2)C(C)[C@@H](O[C@@H]2O[C@H](C)C[C@H]([NH+](C)C)[C@H]2O)[C@](C)(O)C[C@@H](C)C[NH+](C)[C@H](C)[C@@H](O)[C@]1(C)O. The result is 0 (passed clinical trial). (4) The molecule is CC(O)C(CO)NC(=O)C1CSSCC(NC(=O)C([NH3+])Cc2ccccc2)C(=O)NC(Cc2ccccc2)C(=O)NC(Cc2c[nH]c3ccccc23)C(=O)NC(CCCC[NH3+])C(=O)NC(C(C)O)C(=O)N1. The result is 0 (passed clinical trial). (5) The compound is CN(C)c1cccc2cc(S(=O)(=O)[O-])ccc12. The result is 0 (passed clinical trial). (6) The drug is CC(=O)[C@H]1CC[C@H]2[C@@H]3C=CC4=CC(=O)CC[C@@]4(C)[C@@H]3CC[C@]12C. The result is 0 (passed clinical trial). (7) The compound is C#CC[NH+](C)Cc1ccccc1. The result is 0 (passed clinical trial). (8) The molecule is C#C[C@]1(OC(C)=O)CC[C@H]2[C@@H]3CCC4=CC(=O)CC[C@@H]4[C@H]3CC[C@@]21C. The result is 0 (passed clinical trial). (9) The molecule is C[C@]1(O)CC[C@H]2[C@@H]3CCC4=CC(=O)CC[C@]4(C)[C@H]3CC[C@@]21C. The result is 0 (passed clinical trial).